From a dataset of Catalyst prediction with 721,799 reactions and 888 catalyst types from USPTO. Predict which catalyst facilitates the given reaction. (1) Reactant: [NH2:1][C:2]1[CH:7]=[CH:6][C:5]([OH:8])=[CH:4][N:3]=1.CC(C)([O-])C.[K+].Cl[C:16]1[CH:21]=[CH:20][N:19]=[C:18]([C:22]([NH:24][CH:25]2[CH2:30][CH2:29][N:28]([CH3:31])[CH2:27][CH2:26]2)=[O:23])[CH:17]=1. Product: [NH2:1][C:2]1[N:3]=[CH:4][C:5]([O:8][C:16]2[CH:21]=[CH:20][N:19]=[C:18]([C:22]([NH:24][CH:25]3[CH2:26][CH2:27][N:28]([CH3:31])[CH2:29][CH2:30]3)=[O:23])[CH:17]=2)=[CH:6][CH:7]=1. The catalyst class is: 474. (2) Product: [NH2:10][CH2:11][CH2:12][NH:13][C:14]([CH:16]1[CH2:17][CH2:18][N:19]([C:22]2[C:27]([C:28]3[CH:29]=[CH:30][CH:31]=[CH:32][CH:33]=3)=[CH:26][N:25]=[CH:24][C:23]=2[Cl:34])[CH2:20][CH2:21]1)=[O:15]. The catalyst class is: 2. Reactant: C(OC(=O)[NH:10][CH2:11][CH2:12][NH:13][C:14]([CH:16]1[CH2:21][CH2:20][N:19]([C:22]2[C:27]([C:28]3[CH:33]=[CH:32][CH:31]=[CH:30][CH:29]=3)=[CH:26][N:25]=[CH:24][C:23]=2[Cl:34])[CH2:18][CH2:17]1)=[O:15])C1C=CC=CC=1.[Si](I)(C)(C)C. (3) Reactant: [Cl:1][C:2]1[CH:15]=[CH:14][C:5]2[C:6]3[C:12]([CH3:13])=[CH:11][CH:10]=[CH:9][C:7]=3[O:8][C:4]=2[CH:3]=1.[Br:16]N1C(=O)CCC1=O.C(OOC(=O)C1C=CC=CC=1)(=O)C1C=CC=CC=1. Product: [Cl:1][C:2]1[CH:15]=[CH:14][C:5]2[C:6]3[C:12]([CH2:13][Br:16])=[CH:11][CH:10]=[CH:9][C:7]=3[O:8][C:4]=2[CH:3]=1. The catalyst class is: 717.